From a dataset of Reaction yield outcomes from USPTO patents with 853,638 reactions. Predict the reaction yield, written as a fraction of the theoretical maximum amount of product (1.0 means a 100% yield; for example, 0.34 means a 34% yield). The yield is 0.990. The catalyst is O1CCOCC1.O. The product is [CH3:1][O:2][C@H:3]1[CH2:11][C:10]2[C:5](=[CH:6][CH:7]=[CH:8][CH:9]=2)[C@H:4]1[NH2:12]. The reactants are [CH3:1][O:2][C@H:3]1[CH2:11][C:10]2[C:5](=[CH:6][CH:7]=[CH:8][CH:9]=2)[C@H:4]1[NH:12]C(=O)OC(C)(C)C.Cl.C(=O)([O-])[O-].[Na+].[Na+].